Dataset: Full USPTO retrosynthesis dataset with 1.9M reactions from patents (1976-2016). Task: Predict the reactants needed to synthesize the given product. (1) Given the product [Cl:36][C:35]1[C:30]([CH2:29][N:6]2[C:5]3[CH:7]=[C:8]([O:12][CH2:13][C:14]4[CH:23]=[CH:22][CH:21]=[CH:20][C:15]=4[C:16]([O:18][CH3:19])=[O:17])[CH:9]=[C:10]([CH3:11])[C:4]=3[N:3]=[C:2]2[CH3:1])=[N:31][CH:32]=[C:33]([O:37][CH2:38][CH3:39])[CH:34]=1, predict the reactants needed to synthesize it. The reactants are: [CH3:1][C:2]1[NH:6][C:5]2[CH:7]=[C:8]([O:12][CH2:13][C:14]3[CH:23]=[CH:22][CH:21]=[CH:20][C:15]=3[C:16]([O:18][CH3:19])=[O:17])[CH:9]=[C:10]([CH3:11])[C:4]=2[N:3]=1.CS(O[CH2:29][C:30]1[C:35]([Cl:36])=[CH:34][C:33]([O:37][CH2:38][CH3:39])=[CH:32][N:31]=1)(=O)=O. (2) Given the product [NH2:8][C:7]1[C:2]([CH3:1])=[C:3]([C:11]2[CH:16]=[CH:15][N:14]=[C:13]([NH:17][C:18]3[CH:19]=[CH:20][C:21]([C:24]([N:26]4[CH2:27][CH2:28][O:29][CH2:30][CH2:31]4)=[O:25])=[CH:22][CH:23]=3)[N:12]=2)[CH:4]=[CH:5][CH:6]=1, predict the reactants needed to synthesize it. The reactants are: [CH3:1][C:2]1[C:7]([N+:8]([O-])=O)=[CH:6][CH:5]=[CH:4][C:3]=1[C:11]1[CH:16]=[CH:15][N:14]=[C:13]([NH:17][C:18]2[CH:23]=[CH:22][C:21]([C:24]([N:26]3[CH2:31][CH2:30][O:29][CH2:28][CH2:27]3)=[O:25])=[CH:20][CH:19]=2)[N:12]=1. (3) Given the product [Br:11][C:9]1[CH:10]=[C:2]2[C:3]([C:4](=[O:6])[N:22]([CH:23]3[CH2:28][CH2:27][C:26](=[O:29])[NH:25][C:24]3=[O:30])[C:15]([CH3:16])=[N:1]2)=[CH:7][CH:8]=1, predict the reactants needed to synthesize it. The reactants are: [NH2:1][C:2]1[CH:10]=[C:9]([Br:11])[CH:8]=[CH:7][C:3]=1[C:4]([OH:6])=O.N1[CH:16]=[CH:15]N=C1.C(Cl)(=O)C.Cl.[NH2:22][CH:23]1[CH2:28][CH2:27][C:26](=[O:29])[NH:25][C:24]1=[O:30].P(OC1C=CC=CC=1)(OC1C=CC=CC=1)OC1C=CC=CC=1. (4) Given the product [OH:1][C@@:2]1([C:9]#[C:10][C:11]2[CH:12]=[C:13]([N:17]3[C:21]4=[CH:22][N:23]=[CH:24][CH:25]=[C:20]4[C:19]([C:26]([NH2:30])=[O:28])=[N:18]3)[CH:14]=[CH:15][CH:16]=2)[CH2:6][CH2:5][N:4]([CH3:7])[C:3]1=[O:8], predict the reactants needed to synthesize it. The reactants are: [OH:1][C@@:2]1([C:9]#[C:10][C:11]2[CH:12]=[C:13]([N:17]3[C:21]4=[CH:22][N:23]=[CH:24][CH:25]=[C:20]4[C:19]([C:26]([O:28]C)=O)=[N:18]3)[CH:14]=[CH:15][CH:16]=2)[CH2:6][CH2:5][N:4]([CH3:7])[C:3]1=[O:8].[NH3:30]. (5) Given the product [NH2:1][C:2]1[C:11]2[C:6](=[C:7]([C:25]3[CH:24]=[CH:23][CH:22]=[C:21]([N:20]([CH3:30])[CH3:19])[CH:26]=3)[CH:8]=[CH:9][CH:10]=2)[N:5]=[N:4][C:3]=1[C:13]([NH:15][CH2:16][CH2:17][CH3:18])=[O:14], predict the reactants needed to synthesize it. The reactants are: [NH2:1][C:2]1[C:11]2[C:6](=[C:7](Br)[CH:8]=[CH:9][CH:10]=2)[N:5]=[N:4][C:3]=1[C:13]([NH:15][CH2:16][CH2:17][CH3:18])=[O:14].[CH3:19][N:20]([CH3:30])[C:21]1[CH:22]=[C:23](B(O)O)[CH:24]=[CH:25][CH:26]=1. (6) Given the product [O:30]1[C:34]2[CH:35]=[CH:36][C:37]([C:39]3([CH2:54][CH2:55][C:56]([OH:58])=[O:57])[C:47]4[C:42](=[CH:43][CH:44]=[CH:45][CH:46]=4)[N:41]([CH2:48][CH2:49][CH2:50][CH2:51][CH3:52])[C:40]3=[O:53])=[CH:38][C:33]=2[O:32][CH2:31]1, predict the reactants needed to synthesize it. The reactants are: COC(=O)CC1(C2C=CC3OCOC=3C=2)C2C(=CC=CC=2)N(CCCCC)C1=O.[O:30]1[C:34]2[CH:35]=[CH:36][C:37]([C:39]3([CH2:54][CH2:55][C:56]([O:58]C)=[O:57])[C:47]4[C:42](=[CH:43][CH:44]=[CH:45][CH:46]=4)[N:41]([CH2:48][CH2:49][CH2:50][CH2:51][CH3:52])[C:40]3=[O:53])=[CH:38][C:33]=2[O:32][CH2:31]1.